Dataset: Full USPTO retrosynthesis dataset with 1.9M reactions from patents (1976-2016). Task: Predict the reactants needed to synthesize the given product. (1) Given the product [CH2:1]([N:3]1[CH2:8][C:7]([CH3:9])([CH3:10])[O:6][C:5](=[O:11])[CH:4]1[CH2:12][C:13](=[O:15])[N:58]1[CH2:59][CH2:60][N:55]([C:49]2[CH:54]=[CH:53][CH:52]=[CH:51][CH:50]=2)[CH2:56][CH2:57]1)[CH3:2], predict the reactants needed to synthesize it. The reactants are: [CH2:1]([N:3]1[CH2:8][C:7]([CH3:10])([CH3:9])[O:6][C:5](=[O:11])[CH:4]1[CH2:12][C:13]([OH:15])=O)[CH3:2].C(N(C(C)C)CC)(C)C.CN(C(ON1N=NC2C=CC=NC1=2)=[N+](C)C)C.F[P-](F)(F)(F)(F)F.[C:49]1([N:55]2[CH2:60][CH2:59][NH:58][CH2:57][CH2:56]2)[CH:54]=[CH:53][CH:52]=[CH:51][CH:50]=1. (2) Given the product [C@@H:6]1([O:48][C:37]2[CH2:36][CH2:35][C:34]3[CH2:46][C@H:45]4[N:29]([CH3:28])[CH2:30][CH2:31][C@:32]56[C:33]=3[C:38]=2[O:39][C@H:40]5[C@@H:41]([OH:47])[CH:42]=[CH:43][C@@H:44]46)[O:7][C@H:8]([CH2:19][OH:20])[C@@H:9]([OH:15])[C@H:10]([OH:11])[C@H:5]1[OH:4], predict the reactants needed to synthesize it. The reactants are: C([O:4][C@@H:5]1[C@@H:10]([O:11]C(=O)C)[C@H:9]([O:15]C(=O)C)[C@@H:8]([CH2:19][O:20]C(=O)C)[O:7][C@@H:6]1Br)(=O)C.O[Li].O.[CH3:28][N:29]1[C@@H:45]2[CH2:46][C:34]3=[CH:35][CH:36]=[C:37]([OH:48])[C:38]4[O:39][C@H:40]5[C@@H:41]([OH:47])[CH2:42][CH2:43][C@@H:44]2[C@:32]5([C:33]=43)[CH2:31][CH2:30]1.C(O)(=O)C. (3) Given the product [F:1][C:2]1[CH:28]=[CH:27][C:5]([CH2:6][N:7]2[CH2:8][CH:9]([S:11][C:12]3[C@H:13]([CH3:26])[C@@H:14]4[C@@H:21]([C@H:22]([OH:24])[CH3:23])[C:20](=[O:25])[N:15]4[C:16]=3[C:17]([O:19][CH2:36][O:35][C:29](=[O:34])[C:30]([CH3:33])([CH3:32])[CH3:31])=[O:18])[CH2:10]2)=[CH:4][CH:3]=1, predict the reactants needed to synthesize it. The reactants are: [F:1][C:2]1[CH:28]=[CH:27][C:5]([CH2:6][N:7]2[CH2:10][CH:9]([S:11][C:12]3[C@H:13]([CH3:26])[C@@H:14]4[C@@H:21]([C@H:22]([OH:24])[CH3:23])[C:20](=[O:25])[N:15]4[C:16]=3[C:17]([OH:19])=[O:18])[CH2:8]2)=[CH:4][CH:3]=1.[C:29]([O:35][CH2:36]Cl)(=[O:34])[C:30]([CH3:33])([CH3:32])[CH3:31].C(N(CC)CC)C.O. (4) Given the product [Cl:13][CH2:14][C:15]([O:1][C:2]([CH:5]1[CH2:10][CH:9]([O:11][C:15](=[O:16])[CH2:14][Cl:13])[C:8]([CH3:12])=[CH:7][CH2:6]1)([CH3:4])[CH3:3])=[O:16], predict the reactants needed to synthesize it. The reactants are: [OH:1][C:2]([CH:5]1[CH2:10][CH:9]([OH:11])[C:8]([CH3:12])=[CH:7][CH2:6]1)([CH3:4])[CH3:3].[Cl:13][CH2:14][C:15](O[C:15](=[O:16])[CH2:14][Cl:13])=[O:16].